Dataset: Forward reaction prediction with 1.9M reactions from USPTO patents (1976-2016). Task: Predict the product of the given reaction. (1) Given the reactants [Cl:1][C:2]1[CH:27]=[CH:26][C:5]([C:6]([NH:8][CH:9]([C:20]2[CH:25]=[CH:24][CH:23]=[CH:22][CH:21]=2)[CH2:10][CH2:11][NH:12]C(=O)OC(C)(C)C)=[O:7])=[CH:4][C:3]=1[NH:28][C:29]([C:31]1[C:32](=[O:43])[NH:33][C:34]2[C:39]([CH:40]=1)=[CH:38][CH:37]=[C:36]([O:41][CH3:42])[N:35]=2)=[O:30].FC(F)(F)C(O)=O, predict the reaction product. The product is: [NH2:12][CH2:11][CH2:10][CH:9]([NH:8][C:6]([C:5]1[CH:26]=[CH:27][C:2]([Cl:1])=[C:3]([NH:28][C:29]([C:31]2[C:32](=[O:43])[NH:33][C:34]3[C:39]([CH:40]=2)=[CH:38][CH:37]=[C:36]([O:41][CH3:42])[N:35]=3)=[O:30])[CH:4]=1)=[O:7])[C:20]1[CH:21]=[CH:22][CH:23]=[CH:24][CH:25]=1. (2) Given the reactants C(=O)([O-])[O-].[K+].[K+].[N+:7]([C:10]1[CH:15]=[C:14]([O:16][C:17]2[CH:22]=[CH:21][CH:20]=[CH:19][CH:18]=2)[CH:13]=[CH:12][C:11]=1[OH:23])([O-:9])=[O:8].[CH2:24](Br)[C:25]1[CH:30]=[CH:29][CH:28]=[CH:27][CH:26]=1.O, predict the reaction product. The product is: [CH2:24]([O:23][C:11]1[CH:12]=[CH:13][C:14]([O:16][C:17]2[CH:22]=[CH:21][CH:20]=[CH:19][CH:18]=2)=[CH:15][C:10]=1[N+:7]([O-:9])=[O:8])[C:25]1[CH:30]=[CH:29][CH:28]=[CH:27][CH:26]=1. (3) Given the reactants [CH3:1][C:2]1[C:7]([CH3:8])=[C:6]([N+:9]([O-])=O)[CH:5]=[CH:4][C:3]=1[O:12][CH3:13].[C:14](OC(=O)C)(=[O:16])[CH3:15].CCCCCC, predict the reaction product. The product is: [CH3:13][O:12][C:3]1[CH:4]=[CH:5][C:6]([NH:9][C:14](=[O:16])[CH3:15])=[C:7]([CH3:8])[C:2]=1[CH3:1]. (4) Given the reactants [C:1]([C:5]1[CH:9]=[C:8]([NH:10][C:11](=[O:36])[NH:12][C:13]2[C:22]3[C:17](=[CH:18][CH:19]=[CH:20][CH:21]=3)[C:16]([O:23][CH2:24][C:25]3[CH:30]=[CH:29][N:28]=[C:27]([NH:31][C:32](=[O:35])[CH2:33]Cl)[CH:26]=3)=[CH:15][CH:14]=2)[N:7]([C:37]2[CH:42]=[CH:41][C:40]([CH3:43])=[CH:39][CH:38]=2)[N:6]=1)([CH3:4])([CH3:3])[CH3:2].CCN(C(C)C)C(C)C.[CH3:53][O:54][C:55]1[CH:63]=[CH:62][C:58]([CH2:59][NH:60][CH3:61])=[CH:57][CH:56]=1, predict the reaction product. The product is: [C:1]([C:5]1[CH:9]=[C:8]([NH:10][C:11](=[O:36])[NH:12][C:13]2[C:22]3[C:17](=[CH:18][CH:19]=[CH:20][CH:21]=3)[C:16]([O:23][CH2:24][C:25]3[CH:30]=[CH:29][N:28]=[C:27]([NH:31][C:32](=[O:35])[CH2:33][N:60]([CH2:59][C:58]4[CH:62]=[CH:63][C:55]([O:54][CH3:53])=[CH:56][CH:57]=4)[CH3:61])[CH:26]=3)=[CH:15][CH:14]=2)[N:7]([C:37]2[CH:42]=[CH:41][C:40]([CH3:43])=[CH:39][CH:38]=2)[N:6]=1)([CH3:4])([CH3:3])[CH3:2]. (5) Given the reactants [NH2:1][C@@H:2]1[CH2:7][CH2:6][N:5]([C:8]([O:10][C:11]([CH3:14])([CH3:13])[CH3:12])=[O:9])[CH2:4][C@@H:3]1[C:15]1[CH:20]=[CH:19][CH:18]=[CH:17][CH:16]=1.[CH3:21][O:22][C:23]1[CH:30]=[CH:29][C:28]([N:31]2[C:35]([C:36]([F:39])([F:38])[F:37])=[N:34][N:33]=[N:32]2)=[CH:27][C:24]=1[CH:25]=O.C(Cl)Cl.O, predict the reaction product. The product is: [CH3:21][O:22][C:23]1[CH:30]=[CH:29][C:28]([N:31]2[C:35]([C:36]([F:39])([F:37])[F:38])=[N:34][N:33]=[N:32]2)=[CH:27][C:24]=1[CH2:25][NH:1][C@@H:2]1[CH2:7][CH2:6][N:5]([C:8]([O:10][C:11]([CH3:14])([CH3:13])[CH3:12])=[O:9])[CH2:4][C@@H:3]1[C:15]1[CH:16]=[CH:17][CH:18]=[CH:19][CH:20]=1. (6) Given the reactants [CH:1]([N:4]1[C@@H:9]([CH3:10])[C:8](=[O:11])[NH:7][C:6]2[CH:12]=[C:13]([C:16](OC)=[O:17])[CH:14]=[N:15][C:5]1=2)([CH3:3])[CH3:2].[H-].[Na+].[H-].[H-].[H-].[H-].[Li+].[Al+3], predict the reaction product. The product is: [OH:17][CH2:16][C:13]1[CH:14]=[N:15][C:5]2[N:4]([CH:1]([CH3:2])[CH3:3])[C@@H:9]([CH3:10])[C:8](=[O:11])[NH:7][C:6]=2[CH:12]=1. (7) The product is: [N:37]1([CH:43]2[CH2:48][CH2:47][N:46]([C:32]([C:31]3[CH:30]=[CH:29][C:28]([NH:27][C:25]([NH:24][C:21]4[CH:20]=[CH:19][C:18]([C:9]5[N:10]=[C:11]([N:12]6[CH2:17][CH2:16][O:15][CH2:14][CH2:13]6)[C:6]6[N:5]=[N:4][N:3]([CH2:1][CH3:2])[C:7]=6[N:8]=5)=[CH:23][CH:22]=4)=[O:26])=[CH:36][CH:35]=3)=[O:34])[CH2:45][CH2:44]2)[CH2:42][CH2:41][CH2:40][CH2:39][CH2:38]1. Given the reactants [CH2:1]([N:3]1[C:7]2[N:8]=[C:9]([C:18]3[CH:23]=[CH:22][C:21]([NH:24][C:25]([NH:27][C:28]4[CH:36]=[CH:35][C:31]([C:32]([OH:34])=O)=[CH:30][CH:29]=4)=[O:26])=[CH:20][CH:19]=3)[N:10]=[C:11]([N:12]3[CH2:17][CH2:16][O:15][CH2:14][CH2:13]3)[C:6]=2[N:5]=[N:4]1)[CH3:2].[N:37]1([CH:43]2[CH2:48][CH2:47][NH:46][CH2:45][CH2:44]2)[CH2:42][CH2:41][CH2:40][CH2:39][CH2:38]1.CCN(CC)CC.C1C=CC2N(O)N=NC=2C=1.CCN=C=NCCCN(C)C, predict the reaction product. (8) Given the reactants [CH2:1]([O:3][C:4](=[O:15])[C:5]1[CH:10]=[CH:9][C:8](Cl)=[N:7][C:6]=1[CH:12]([CH3:14])[CH3:13])[CH3:2].[Cl:16][C:17]1[CH:18]=[C:19]([CH:21]=[CH:22][CH:23]=1)[NH2:20], predict the reaction product. The product is: [CH2:1]([O:3][C:4](=[O:15])[C:5]1[CH:10]=[CH:9][C:8]([NH:20][C:19]2[CH:21]=[CH:22][CH:23]=[C:17]([Cl:16])[CH:18]=2)=[N:7][C:6]=1[CH:12]([CH3:14])[CH3:13])[CH3:2]. (9) Given the reactants [Si]([O:8][CH2:9][CH:10]([C:20]1[CH:25]=[CH:24][N:23]=[C:22]([NH2:26])[N:21]=1)[O:11][C:12]1[CH:17]=[CH:16][C:15]([F:18])=[CH:14][C:13]=1[Cl:19])(C(C)(C)C)(C)C.[F-].C([N+](CCCC)(CCCC)CCCC)CCC, predict the reaction product. The product is: [NH2:26][C:22]1[N:21]=[C:20]([CH:10]([O:11][C:12]2[CH:17]=[CH:16][C:15]([F:18])=[CH:14][C:13]=2[Cl:19])[CH2:9][OH:8])[CH:25]=[CH:24][N:23]=1. (10) Given the reactants Cl.[I:2][C:3]1[CH:4]=[C:5]([NH2:12])[CH:6]=[C:7]2[C:11]=1[NH:10][CH:9]=[CH:8]2.[N-:13]([C:16]#[N:17])[C:14]#[N:15].[Na+], predict the reaction product. The product is: [C:14]([N:13]=[C:16]([NH2:17])[NH:12][C:5]1[CH:6]=[C:7]2[C:11](=[C:3]([I:2])[CH:4]=1)[NH:10][CH:9]=[CH:8]2)#[N:15].